This data is from Forward reaction prediction with 1.9M reactions from USPTO patents (1976-2016). The task is: Predict the product of the given reaction. (1) Given the reactants [Br:1][C:2]1[CH:7]=[CH:6][CH:5]=[CH:4][C:3]=1[CH2:8][C:9](OC)=[O:10].[H-].[Na+].[CH:15]([O:17][CH2:18][CH3:19])=[O:16], predict the reaction product. The product is: [Br:1][C:2]1[CH:7]=[CH:6][CH:5]=[CH:4][C:3]=1[C:8](=[CH:9][OH:10])[C:15]([O:17][CH2:18][CH3:19])=[O:16]. (2) Given the reactants [F:1][C:2]1[CH:3]=[C:4]([CH:13]2[CH2:18][NH:17][CH2:16][CH:15]([C:19]([O:21][CH3:22])=[O:20])[CH2:14]2)[CH:5]=[CH:6][C:7]=1[O:8][C:9]([F:12])([F:11])[F:10].C(N(CC)CC)C.Cl[C:31]([O:33][C:34]1[CH:39]=[CH:38][C:37]([N+:40]([O-:42])=[O:41])=[CH:36][CH:35]=1)=[O:32], predict the reaction product. The product is: [F:1][C:2]1[CH:3]=[C:4]([CH:13]2[CH2:18][N:17]([C:31]([O:33][C:34]3[CH:35]=[CH:36][C:37]([N+:40]([O-:42])=[O:41])=[CH:38][CH:39]=3)=[O:32])[CH2:16][CH:15]([C:19]([O:21][CH3:22])=[O:20])[CH2:14]2)[CH:5]=[CH:6][C:7]=1[O:8][C:9]([F:12])([F:10])[F:11]. (3) Given the reactants [NH2:1][C:2]1[C:11]([C:12]2[CH:17]=[CH:16][C:15]([N:18]3[CH2:23][CH2:22][O:21][CH2:20][CH2:19]3)=[CH:14][CH:13]=2)=[N:10][C:9]([Br:24])=[CH:8][C:3]=1[C:4]([O:6][CH3:7])=[O:5].N([O-])=O.[Na+].[N-:29]=[N+:30]=[N-].[Na+].CCOCC, predict the reaction product. The product is: [N:1]([C:2]1[C:11]([C:12]2[CH:17]=[CH:16][C:15]([N:18]3[CH2:23][CH2:22][O:21][CH2:20][CH2:19]3)=[CH:14][CH:13]=2)=[N:10][C:9]([Br:24])=[CH:8][C:3]=1[C:4]([O:6][CH3:7])=[O:5])=[N+:29]=[N-:30]. (4) Given the reactants [N+]([O-])([O-])=O.[Na+].N[C@@H:7]([CH2:11][CH2:12][O:13][CH3:14])[C:8]([OH:10])=[O:9], predict the reaction product. The product is: [C:8]([O:10][C@@H:7]([CH2:11][CH2:12][O:13][CH3:14])[C:8]([OH:10])=[O:9])(=[O:9])[CH3:7].